Dataset: Catalyst prediction with 721,799 reactions and 888 catalyst types from USPTO. Task: Predict which catalyst facilitates the given reaction. (1) Reactant: [CH3:1][O:2][C:3]1[CH:4]=[CH:5][CH:6]=[C:7]2[C:11]=1[NH:10][N:9]=[CH:8]2.[I:12]I.[OH-].[K+].S([O-])(O)=O.[Na+]. Product: [I:12][C:8]1[C:7]2[C:11](=[C:3]([O:2][CH3:1])[CH:4]=[CH:5][CH:6]=2)[NH:10][N:9]=1. The catalyst class is: 9. (2) Reactant: O[N:2]1[C:6]2C=CC=CC=2N=N1.[CH3:11][N:12]([CH3:21])[CH2:13][CH2:14][CH2:15]N=C=NCC.CNC.C1C[O:28]CC1.[ClH:30].O1CCOCC1. Product: [ClH:30].[CH3:21][N:12]([CH3:11])[C:13](=[O:28])[C@@H:14]([NH:2][CH3:6])[CH3:15]. The catalyst class is: 18. (3) Reactant: [Cl:1][C:2]1[C:7]([N:8]2[CH2:13][CH2:12][C:11](=O)[CH2:10][CH2:9]2)=[CH:6][C:5]([C:15]#[N:16])=[CH:4][C:3]=1[NH:17][C:18]1[N:23]=[C:22]([N:24]([CH:34]2[CH2:36][CH2:35]2)CC2C=CC(OC)=CC=2)[C:21]2=[N:37][CH:38]=[C:39]([C:40]#[N:41])[N:20]2[N:19]=1.[F:42][C:43]1([F:48])[CH2:46][CH:45]([NH2:47])[CH2:44]1.C(OC)(OC)OC.C([BH3-])#N.[Na+]. Product: [Cl:1][C:2]1[C:7]([N:8]2[CH2:9][CH2:10][CH:11]([NH:47][CH:45]3[CH2:46][C:43]([F:48])([F:42])[CH2:44]3)[CH2:12][CH2:13]2)=[CH:6][C:5]([C:15]#[N:16])=[CH:4][C:3]=1[NH:17][C:18]1[N:23]=[C:22]([NH:24][CH:34]2[CH2:35][CH2:36]2)[C:21]2=[N:37][CH:38]=[C:39]([C:40]#[N:41])[N:20]2[N:19]=1. The catalyst class is: 364. (4) Reactant: [C:1]([C:5]1[CH:6]=[CH:7][C:8]2[O:12][C:11]([CH2:13][CH2:14][N:15]3C(=O)C4C(=CC=CC=4)C3=O)=[N:10][C:9]=2[CH:26]=1)([CH3:4])([CH3:3])[CH3:2].O.NN. Product: [C:1]([C:5]1[CH:6]=[CH:7][C:8]2[O:12][C:11]([CH2:13][CH2:14][NH2:15])=[N:10][C:9]=2[CH:26]=1)([CH3:4])([CH3:2])[CH3:3]. The catalyst class is: 8. (5) Reactant: [O:1]1[C:5]2[CH:6]=[CH:7][CH:8]=[CH:9][C:4]=2[N:3]=[C:2]1[C:10]1[CH:11]=[CH:12][C:13]([NH:17][CH:18]2[CH2:23][CH2:22][O:21][CH2:20][CH2:19]2)=[C:14]([CH:16]=1)[NH2:15].[N:24]1[CH:29]=[CH:28][C:27]([CH:30]=O)=[CH:26][CH:25]=1.OOS([O-])=O.[K+].C(=O)([O-])[O-].[K+].[K+]. Product: [O:1]1[C:5]2[CH:6]=[CH:7][CH:8]=[CH:9][C:4]=2[N:3]=[C:2]1[C:10]1[CH:11]=[CH:12][C:13]2[N:17]([CH:18]3[CH2:23][CH2:22][O:21][CH2:20][CH2:19]3)[C:30]([C:27]3[CH:28]=[CH:29][N:24]=[CH:25][CH:26]=3)=[N:15][C:14]=2[CH:16]=1. The catalyst class is: 18. (6) Reactant: [Cl:1][C:2]1[CH:3]=[C:4]([CH:8]=[CH:9][N:10]=1)[C:5]([OH:7])=[O:6].S(=O)(=O)(O)O.[C:16](=O)([O-])O.[Na+]. Product: [Cl:1][C:2]1[CH:3]=[C:4]([CH:8]=[CH:9][N:10]=1)[C:5]([O:7][CH3:16])=[O:6]. The catalyst class is: 5. (7) Reactant: [F:1][C:2]1[CH:21]=[CH:20][C:5]2[C:6]([C:9]3[CH:14]=[CH:13][C:12]([O:15][CH2:16][C@H:17]4[CH2:19][O:18]4)=[CH:11][CH:10]=3)=[N:7][O:8][C:4]=2[CH:3]=1.[CH3:22][N:23]1[CH2:28][CH2:27][NH:26][CH2:25][CH2:24]1. Product: [F:1][C:2]1[CH:21]=[CH:20][C:5]2[C:6]([C:9]3[CH:10]=[CH:11][C:12]([O:15][CH2:16][C@H:17]([OH:18])[CH2:19][N:26]4[CH2:27][CH2:28][N:23]([CH3:22])[CH2:24][CH2:25]4)=[CH:13][CH:14]=3)=[N:7][O:8][C:4]=2[CH:3]=1. The catalyst class is: 737. (8) The catalyst class is: 1. Product: [S:1]1[C:5]2[CH2:6][CH2:7][CH2:8][C:4]=2[N:3]=[C:2]1[C:9](=[O:11])[CH2:15][C:14]([O:17][CH2:18][CH3:19])=[O:16]. Reactant: [S:1]1[C:5]2[CH2:6][CH2:7][CH2:8][C:4]=2[N:3]=[C:2]1[C:9]([O:11]CC)=O.[C:14]([O:17][CH2:18][CH3:19])(=[O:16])[CH3:15].C[Si]([N-][Si](C)(C)C)(C)C.[Li+].